Dataset: Peptide-MHC class I binding affinity with 185,985 pairs from IEDB/IMGT. Task: Regression. Given a peptide amino acid sequence and an MHC pseudo amino acid sequence, predict their binding affinity value. This is MHC class I binding data. (1) The peptide sequence is MPGVLSYVI. The MHC is HLA-B53:01 with pseudo-sequence HLA-B53:01. The binding affinity (normalized) is 0.718. (2) The peptide sequence is QPAGGKAEF. The MHC is HLA-B51:01 with pseudo-sequence HLA-B51:01. The binding affinity (normalized) is 0.0847. (3) The peptide sequence is LSTHAVRI. The MHC is Mamu-A02 with pseudo-sequence Mamu-A02. The binding affinity (normalized) is 0.262. (4) The peptide sequence is RVEESRARL. The MHC is HLA-A11:01 with pseudo-sequence HLA-A11:01. The binding affinity (normalized) is 0.0847. (5) The peptide sequence is SPAIFQCSM. The MHC is HLA-A31:01 with pseudo-sequence HLA-A31:01. The binding affinity (normalized) is 0. (6) The peptide sequence is QTPGVKIAP. The MHC is HLA-A30:01 with pseudo-sequence HLA-A30:01. The binding affinity (normalized) is 0.0847. (7) The peptide sequence is DTMTYKCPR. The MHC is HLA-A68:01 with pseudo-sequence HLA-A68:01. The binding affinity (normalized) is 0.611. (8) The peptide sequence is LQMNSLRAEDT. The MHC is HLA-A02:02 with pseudo-sequence HLA-A02:02. The binding affinity (normalized) is 0. (9) The peptide sequence is QPQPFRPQQPY. The binding affinity (normalized) is 0.300. The MHC is HLA-B51:01 with pseudo-sequence HLA-B51:01. (10) The peptide sequence is TTRAVNMEV. The MHC is HLA-A01:01 with pseudo-sequence HLA-A01:01. The binding affinity (normalized) is 0.213.